From a dataset of Forward reaction prediction with 1.9M reactions from USPTO patents (1976-2016). Predict the product of the given reaction. (1) The product is: [CH3:21][O:20][C:17](=[O:19])[C:18]([NH:10][C:9]([O:8][CH2:1][C:2]1[CH:5]=[CH:13][CH:12]=[CH:11][CH:3]=1)=[O:23])=[CH:15][C:12]1[CH:13]=[N:14][C:9]([O:8][CH3:7])=[N:10][CH:11]=1. Given the reactants [CH3:1][C:2]([CH3:5])([O-])[CH3:3].[K+].[CH3:7][O:8][C:9]1[N:14]=[CH:13][C:12]([CH:15]=O)=[CH:11][N:10]=1.[C:17]([O:20][CH2:21]C)(=[O:19])[CH3:18].[OH2:23], predict the reaction product. (2) Given the reactants [C:1]([O:5][C:6]1[CH:35]=[CH:34][CH:33]=[CH:32][C:7]=1[CH2:8][N:9]([CH2:25][C:26]1[CH:31]=[CH:30][CH:29]=[CH:28][N:27]=1)[CH2:10][CH2:11][CH2:12][N:13]1[CH2:18][CH2:17][CH:16]([C:19]2[CH:24]=[CH:23][CH:22]=[CH:21][CH:20]=2)[CH2:15][CH2:14]1)([CH3:4])([CH3:3])[CH3:2].[CH3:36][O:37]C1(C2C=CC=CC=2)CCCCN1.C(OC1C=CC=CC=1CN(CC1C=CC=CN=1)CCCCl)(C)(C)C.C([O-])([O-])=O.[K+].[K+], predict the reaction product. The product is: [C:1]([O:5][C:6]1[CH:35]=[CH:34][CH:33]=[CH:32][C:7]=1[CH2:8][N:9]([CH2:25][C:26]1[CH:31]=[CH:30][CH:29]=[CH:28][N:27]=1)[CH2:10][CH2:11][CH2:12][N:13]1[CH2:14][CH2:15][CH:16]([C:19]2[CH:20]=[CH:21][CH:22]=[CH:23][C:24]=2[O:37][CH3:36])[CH2:17][CH2:18]1)([CH3:4])([CH3:2])[CH3:3]. (3) Given the reactants [NH2:1][C:2]1[N:7]=[CH:6][C:5]([NH:8][C:9]([C:11]2[N:12]([CH2:21][C:22]3[CH:27]=[CH:26][CH:25]=[C:24]([F:28])[CH:23]=3)[C:13]3[C:18]([CH:19]=2)=[CH:17][C:16]([F:20])=[CH:15][CH:14]=3)=[O:10])=[CH:4][CH:3]=1.Br[CH2:30][C:31]([C:33]1[S:34][CH:35]=[CH:36][CH:37]=1)=O, predict the reaction product. The product is: [S:34]1[CH:35]=[CH:36][CH:37]=[C:33]1[C:31]1[N:1]=[C:2]2[CH:3]=[CH:4][C:5]([NH:8][C:9]([C:11]3[N:12]([CH2:21][C:22]4[CH:27]=[CH:26][CH:25]=[C:24]([F:28])[CH:23]=4)[C:13]4[C:18]([CH:19]=3)=[CH:17][C:16]([F:20])=[CH:15][CH:14]=4)=[O:10])=[CH:6][N:7]2[CH:30]=1. (4) The product is: [CH2:44]1[C:45]2[C:50](=[CH:49][CH:48]=[CH:47][CH:46]=2)[CH2:51][CH2:52][N:43]1[CH2:42][C@@H:41]([OH:53])[CH2:40][NH:39][C:12]([C:7]1[CH:8]=[C:9]2[C:4](=[CH:5][CH:6]=1)[N:3]=[C:2]([CH3:1])[CH:11]=[CH:10]2)=[O:14]. Given the reactants [CH3:1][C:2]1[CH:11]=[CH:10][C:9]2[C:4](=[CH:5][CH:6]=[C:7]([C:12]([OH:14])=O)[CH:8]=2)[N:3]=1.CN(C(ON1N=NC2C=CC=NC1=2)=[N+](C)C)C.F[P-](F)(F)(F)(F)F.[NH2:39][CH2:40][C@H:41]([OH:53])[CH2:42][N:43]1[CH2:52][CH2:51][C:50]2[C:45](=[CH:46][CH:47]=[CH:48][CH:49]=2)[CH2:44]1, predict the reaction product. (5) Given the reactants [S-:1][C:2]#[N:3].[K+].[C:5]([O:8][C@@H:9]1[C@@H:14]([O:15][C:16](=[O:18])[CH3:17])[C@H:13]([O:19][C:20](=[O:22])[CH3:21])[C@@H:12]([CH2:23][O:24][C:25](=[O:27])[CH3:26])[O:11][C@@H:10]1Br)(=[O:7])[CH3:6], predict the reaction product. The product is: [C:5]([O:8][C@@H:9]1[C@@H:14]([O:15][C:16](=[O:18])[CH3:17])[C@H:13]([O:19][C:20](=[O:22])[CH3:21])[C@@H:12]([CH2:23][O:24][C:25](=[O:27])[CH3:26])[O:11][C@H:10]1[N:3]=[C:2]=[S:1])(=[O:7])[CH3:6]. (6) Given the reactants [CH:1]1[CH:2]=[CH:3][C:4]2[NH:11][C:9](=[O:10])[CH:8]=[C:7]([CH2:12][CH:13]([NH:17][C:18]([C:20]3[CH:21]=[CH:22][C:23]([Cl:26])=[CH:24][CH:25]=3)=[O:19])[C:14]([OH:16])=[O:15])[C:5]=2[CH:6]=1.Br[CH2:28][CH2:29][CH:30]1[O:34][CH2:33][CH2:32][O:31]1, predict the reaction product. The product is: [Cl:26][C:23]1[CH:24]=[CH:25][C:20]([C:18]([NH:17][CH:13]([CH2:12][C:7]2[C:5]3[C:4](=[CH:3][CH:2]=[CH:1][CH:6]=3)[NH:11][C:9](=[O:10])[CH:8]=2)[C:14]([O:16][CH2:28][CH2:29][CH:30]2[O:34][CH2:33][CH2:32][O:31]2)=[O:15])=[O:19])=[CH:21][CH:22]=1. (7) Given the reactants [CH3:1][O:2][C:3]([C:5]1[C:6]([OH:30])=[C:7]2[C:12](=[C:13](Br)[N:14]=1)[N:11]([CH2:16][C:17]1[CH:22]=[CH:21][CH:20]=[CH:19][CH:18]=1)[C:10](=[O:23])[C:9]([C:24]1[CH:29]=[CH:28][CH:27]=[CH:26][CH:25]=1)=[CH:8]2)=[O:4].C([Sn](CCCC)(CCCC)[C:36]1[S:37][CH:38]=[CH:39][N:40]=1)CCC.CCOC(C)=O.Cl, predict the reaction product. The product is: [CH3:1][O:2][C:3]([C:5]1[C:6]([OH:30])=[C:7]2[C:12](=[C:13]([C:36]3[S:37][CH:38]=[CH:39][N:40]=3)[N:14]=1)[N:11]([CH2:16][C:17]1[CH:22]=[CH:21][CH:20]=[CH:19][CH:18]=1)[C:10](=[O:23])[C:9]([C:24]1[CH:29]=[CH:28][CH:27]=[CH:26][CH:25]=1)=[CH:8]2)=[O:4]. (8) Given the reactants [Mg].[Cl:2][C:3]1[CH:8]=[C:7]([O:9][CH3:10])[CH:6]=[CH:5][C:4]=1[CH:11](Cl)[CH3:12].CON(C)[C:17]([C:19]1[CH:34]=[CH:33][C:22]2[N:23]([CH2:30][CH:31]=[CH2:32])[C:24](=[O:29])[N:25]([CH2:26][CH:27]=[CH2:28])[C:21]=2[CH:20]=1)=[O:18].O, predict the reaction product. The product is: [CH2:30]([N:23]1[C:22]2[CH:33]=[CH:34][C:19]([C:17](=[O:18])[CH:11]([C:4]3[CH:5]=[CH:6][C:7]([O:9][CH3:10])=[CH:8][C:3]=3[Cl:2])[CH3:12])=[CH:20][C:21]=2[N:25]([CH2:26][CH:27]=[CH2:28])[C:24]1=[O:29])[CH:31]=[CH2:32]. (9) Given the reactants [Br:1][C:2]1[CH:7]=[CH:6][C:5]([CH2:8][C@H:9]([NH:13][C:14]([C:16]2[S:17][C:18]([C:21]([CH3:24])([CH3:23])[CH3:22])=[CH:19][CH:20]=2)=[O:15])[C:10](O)=[O:11])=[CH:4][CH:3]=1.[NH2:25][C@@H:26]([C:28]([O:30][C:31]([CH3:34])([CH3:33])[CH3:32])=[O:29])[CH3:27].CCN(C(C)C)C(C)C.CN(C(ON1N=NC2C=CC=NC1=2)=[N+](C)C)C.F[P-](F)(F)(F)(F)F, predict the reaction product. The product is: [Br:1][C:2]1[CH:7]=[CH:6][C:5]([CH2:8][C@H:9]([NH:13][C:14]([C:16]2[S:17][C:18]([C:21]([CH3:23])([CH3:24])[CH3:22])=[CH:19][CH:20]=2)=[O:15])[C:10]([NH:25][C@@H:26]([C:28]([O:30][C:31]([CH3:34])([CH3:33])[CH3:32])=[O:29])[CH3:27])=[O:11])=[CH:4][CH:3]=1. (10) Given the reactants C1(C[N:8]2[CH:12]=[CH:11][N:10]=[C:9]2[CH2:13][N:14]([CH2:27][C:28]([F:31])([F:30])[F:29])[C:15]2[CH:22]=[CH:21][C:18]([C:19]#[N:20])=[C:17]([C:23]([F:26])([F:25])[F:24])[CH:16]=2)C=CC=CC=1, predict the reaction product. The product is: [NH:8]1[CH:12]=[CH:11][N:10]=[C:9]1[CH2:13][N:14]([CH2:27][C:28]([F:29])([F:30])[F:31])[C:15]1[CH:22]=[CH:21][C:18]([C:19]#[N:20])=[C:17]([C:23]([F:24])([F:26])[F:25])[CH:16]=1.